This data is from Catalyst prediction with 721,799 reactions and 888 catalyst types from USPTO. The task is: Predict which catalyst facilitates the given reaction. (1) The catalyst class is: 4. Product: [Br:13][CH2:14][C:15]1[CH:16]=[CH:17][C:18]([S:21]([N:1]2[CH2:5][CH2:4][CH2:3][CH2:2]2)(=[O:23])=[O:22])=[CH:19][CH:20]=1. Reactant: [NH:1]1[CH2:5][CH2:4][CH2:3][CH2:2]1.C(N(CC)CC)C.[Br:13][CH2:14][C:15]1[CH:20]=[CH:19][C:18]([S:21](Cl)(=[O:23])=[O:22])=[CH:17][CH:16]=1. (2) Product: [F:35][C:2]([F:1])([F:34])[C:3]1[CH:29]=[C:28]([C:30]([F:31])([F:33])[F:32])[CH:27]=[CH:26][C:4]=1[CH2:5][O:6][C:7]1[CH:16]=[CH:15][C:14](/[CH:17]=[C:18]2/[C:19]([NH:24][CH3:25])=[N:20][C:21](=[O:23])[S:22]/2)=[CH:13][C:8]=1[C:9]([OH:11])=[O:10]. Reactant: [F:1][C:2]([F:35])([F:34])[C:3]1[CH:29]=[C:28]([C:30]([F:33])([F:32])[F:31])[CH:27]=[CH:26][C:4]=1[CH2:5][O:6][C:7]1[CH:16]=[CH:15][C:14](/[CH:17]=[C:18]2/[C:19]([NH:24][CH3:25])=[N:20][C:21](=[O:23])[S:22]/2)=[CH:13][C:8]=1[C:9]([O:11]C)=[O:10].[OH-].[Na+]. The catalyst class is: 5. (3) Reactant: Cl[C:2]1[C:3](=[O:16])[NH:4][C:5]2[C:10]([N:11]=1)=[CH:9][C:8]([C:12]([O:14][CH3:15])=[O:13])=[CH:7][CH:6]=2.[NH:17]1[C:26]2[C:21](=[CH:22][C:23]([C:27]#[N:28])=[CH:24][CH:25]=2)[CH2:20][CH2:19][CH2:18]1. The catalyst class is: 179. Product: [C:27]([C:23]1[CH:22]=[C:21]2[C:26](=[CH:25][CH:24]=1)[N:17]([C:2]1[C:3](=[O:16])[NH:4][C:5]3[C:10]([N:11]=1)=[CH:9][C:8]([C:12]([O:14][CH3:15])=[O:13])=[CH:7][CH:6]=3)[CH2:18][CH2:19][CH2:20]2)#[N:28]. (4) Reactant: [S:1]1[CH:5]=[CH:4][N:3]=[C:2]1[C:6]#[N:7].Cl.[NH2:9][OH:10].N1C=CC=CC=1. Product: [OH:10][NH:9][C:6]([C:2]1[S:1][CH:5]=[CH:4][N:3]=1)=[NH:7]. The catalyst class is: 14.